This data is from Catalyst prediction with 721,799 reactions and 888 catalyst types from USPTO. The task is: Predict which catalyst facilitates the given reaction. Reactant: [C:1]1([CH3:26])[CH:6]=[CH:5][C:4]([N:7]2[C:11]([NH:12][C:13](=[O:21])OC3C=CC=CC=3)=[CH:10][C:9]([C:22]([F:25])([F:24])[F:23])=[N:8]2)=[CH:3][CH:2]=1.[CH3:27][O:28][C:29]1[CH:30]=[C:31]2[C:36](=[CH:37][C:38]=1[O:39][CH3:40])[N:35]=[CH:34][N:33]=[C:32]2[O:41][C:42]1[CH:43]=[C:44]([CH:46]=[CH:47][CH:48]=1)[NH2:45]. Product: [CH3:27][O:28][C:29]1[CH:30]=[C:31]2[C:36](=[CH:37][C:38]=1[O:39][CH3:40])[N:35]=[CH:34][N:33]=[C:32]2[O:41][C:42]1[CH:43]=[C:44]([NH:45][C:13]([NH:12][C:11]2[N:7]([C:4]3[CH:3]=[CH:2][C:1]([CH3:26])=[CH:6][CH:5]=3)[N:8]=[C:9]([C:22]([F:23])([F:25])[F:24])[CH:10]=2)=[O:21])[CH:46]=[CH:47][CH:48]=1. The catalyst class is: 630.